From a dataset of Catalyst prediction with 721,799 reactions and 888 catalyst types from USPTO. Predict which catalyst facilitates the given reaction. (1) Reactant: C1(C(C2C=CC=CC=2)[N:8]2[CH2:11][CH:10]([C:12]3[CH:17]=[CH:16][CH:15]=[CH:14][CH:13]=3)[CH2:9]2)C=CC=CC=1.C(Cl)(Cl)Cl.[OH-].[NH4+]. Product: [C:12]1([CH:10]2[CH2:11][NH:8][CH2:9]2)[CH:17]=[CH:16][CH:15]=[CH:14][CH:13]=1. The catalyst class is: 5. (2) Reactant: [NH2:1][C:2]1[CH:29]=[CH:28][C:5]([O:6][C:7]2[N:12]=[CH:11][N:10]=[C:9]([NH:13][C:14]([N:16]3[CH2:21][CH2:20][N:19]([CH2:22][CH2:23][N:24]4[CH2:27][CH2:26][CH2:25]4)[CH2:18][CH2:17]3)=[O:15])[CH:8]=2)=[C:4]([F:30])[CH:3]=1.[C@]12(CS(O)(=O)=O)C(C)(C)C(CC1)CC2=O.[F:46][C:47]1[CH:52]=[CH:51][C:50]([CH2:53][C:54]([N:56]=[C:57]=[S:58])=[O:55])=[CH:49][CH:48]=1. Product: [F:30][C:4]1[CH:3]=[C:2]([NH:1][C:57]([NH:56][C:54](=[O:55])[CH2:53][C:50]2[CH:51]=[CH:52][C:47]([F:46])=[CH:48][CH:49]=2)=[S:58])[CH:29]=[CH:28][C:5]=1[O:6][C:7]1[N:12]=[CH:11][N:10]=[C:9]([NH:13][C:14]([N:16]2[CH2:21][CH2:20][N:19]([CH2:22][CH2:23][N:24]3[CH2:27][CH2:26][CH2:25]3)[CH2:18][CH2:17]2)=[O:15])[CH:8]=1. The catalyst class is: 548.